This data is from Forward reaction prediction with 1.9M reactions from USPTO patents (1976-2016). The task is: Predict the product of the given reaction. Given the reactants [F:1][C:2]1[CH:7]=[CH:6][C:5]([N:8]2[C:12]3=[N:13][CH:14]=[CH:15][C:16](B(O)O)=[C:11]3[CH:10]=[N:9]2)=[CH:4][CH:3]=1.Br[C:21]1[CH:22]=[N:23][CH:24]=[CH:25][C:26]=1[Cl:27].C(=O)([O-])[O-].[Na+].[Na+], predict the reaction product. The product is: [Cl:27][C:26]1[CH:25]=[CH:24][N:23]=[CH:22][C:21]=1[C:16]1[CH:15]=[CH:14][N:13]=[C:12]2[N:8]([C:5]3[CH:6]=[CH:7][C:2]([F:1])=[CH:3][CH:4]=3)[N:9]=[CH:10][C:11]=12.